Dataset: Forward reaction prediction with 1.9M reactions from USPTO patents (1976-2016). Task: Predict the product of the given reaction. (1) The product is: [Br:1][C:2]1[CH:3]=[CH:4][C:5]2[N:6]([C:8]([C:11]([F:29])([F:30])[C:12]3[CH:13]=[CH:14][C:15]4[N:16]([CH:18]=[C:19]([NH2:21])[N:20]=4)[N:17]=3)=[N:9][N:10]=2)[CH:7]=1. Given the reactants [Br:1][C:2]1[CH:3]=[CH:4][C:5]2[N:6]([C:8]([C:11]([F:30])([F:29])[C:12]3[CH:13]=[CH:14][C:15]4[N:16]([CH:18]=[C:19]([NH:21]C(=O)OC(C)(C)C)[N:20]=4)[N:17]=3)=[N:9][N:10]=2)[CH:7]=1, predict the reaction product. (2) Given the reactants [CH3:1][S:2]([NH:5][C:6]1[CH:10]=[CH:9][S:8][C:7]=1[C:11]([O:13][CH3:14])=[O:12])(=[O:4])=[O:3].Cl.Cl[CH2:17][CH2:18][N:19]1[CH2:24][CH2:23][O:22][CH2:21][CH2:20]1.C(=O)([O-])[O-].[K+].[K+].C(Cl)Cl.CO, predict the reaction product. The product is: [O:22]1[CH2:23][CH2:24][N:19]([CH2:18][CH2:17][N:5]([C:6]2[CH:10]=[CH:9][S:8][C:7]=2[C:11]([O:13][CH3:14])=[O:12])[S:2]([CH3:1])(=[O:3])=[O:4])[CH2:20][CH2:21]1.